This data is from Reaction yield outcomes from USPTO patents with 853,638 reactions. The task is: Predict the reaction yield, written as a fraction of the theoretical maximum amount of product (1.0 means a 100% yield; for example, 0.34 means a 34% yield). (1) The reactants are [F:1][C:2]1[CH:7]=[CH:6][C:5]([C:8]2[C:12]([CH2:13][NH2:14])=[C:11]([CH3:15])[O:10][N:9]=2)=[CH:4][CH:3]=1.Cl[C:17]1[CH:26]=[CH:25][C:20]([C:21]([O:23][CH3:24])=[O:22])=[CH:19][N:18]=1.C(N(CC)C(C)C)(C)C. The catalyst is CS(C)=O. The product is [CH3:24][O:23][C:21](=[O:22])[C:20]1[CH:25]=[CH:26][C:17]([NH:14][CH2:13][C:12]2[C:8]([C:5]3[CH:4]=[CH:3][C:2]([F:1])=[CH:7][CH:6]=3)=[N:9][O:10][C:11]=2[CH3:15])=[N:18][CH:19]=1. The yield is 0.330. (2) The reactants are [CH:1]1([CH2:6][CH:7]([C:11]2[CH:16]=[CH:15][C:14]([C:17]#[C:18][CH2:19][N:20]([CH3:22])[CH3:21])=[CH:13][CH:12]=2)[C:8]([OH:10])=O)[CH2:5][CH2:4][CH2:3][CH2:2]1.F[P-](F)(F)(F)(F)F.N1(O[P+](N(C)C)(N(C)C)N(C)C)C2C=CC=CC=2N=N1.C(N(CC)CC)C.[NH2:57][C:58]1[S:59][CH:60]=[CH:61][N:62]=1. The catalyst is C(Cl)Cl. The product is [CH:1]1([CH2:6][CH:7]([C:11]2[CH:16]=[CH:15][C:14]([C:17]#[C:18][CH2:19][N:20]([CH3:22])[CH3:21])=[CH:13][CH:12]=2)[C:8]([NH:57][C:58]2[S:59][CH:60]=[CH:61][N:62]=2)=[O:10])[CH2:2][CH2:3][CH2:4][CH2:5]1. The yield is 0.193.